From a dataset of CYP2C9 inhibition data for predicting drug metabolism from PubChem BioAssay. Regression/Classification. Given a drug SMILES string, predict its absorption, distribution, metabolism, or excretion properties. Task type varies by dataset: regression for continuous measurements (e.g., permeability, clearance, half-life) or binary classification for categorical outcomes (e.g., BBB penetration, CYP inhibition). Dataset: cyp2c9_veith. (1) The molecule is CCN1CCN(c2ccc(NC(=O)C(C)C)cc2Cl)CC1. The result is 0 (non-inhibitor). (2) The compound is CO[C@@H]1COC(=O)[C@@H](CCSC)NC(=O)C/C=C\[C@@H](C)COC(=O)CCC[C@H]1C. The result is 0 (non-inhibitor). (3) The molecule is Cc1ccc(Cn2nnc3c(=O)[nH]c(C4CCN(C(=O)Cc5cccs5)CC4)nc32)cc1. The result is 1 (inhibitor). (4) The drug is COC(=O)CNC(=O)CN1C(=O)N(c2ccc(Cl)cc2)C(N(O)C(=O)Nc2ccc(Cl)cc2)C1(C)C. The result is 1 (inhibitor).